From a dataset of Full USPTO retrosynthesis dataset with 1.9M reactions from patents (1976-2016). Predict the reactants needed to synthesize the given product. (1) Given the product [C:1]([C:3]1[C:12]2[C:7](=[CH:8][CH:9]=[C:10]([O:13][C:14]3[CH:15]=[CH:16][CH:17]=[CH:18][CH:19]=3)[CH:11]=2)[C:6]([OH:20])=[C:5]([C:21]([NH:25][CH2:26][CH2:27][C@H:28]([OH:32])[C:29]([OH:31])=[O:30])=[O:22])[N:4]=1)#[N:2], predict the reactants needed to synthesize it. The reactants are: [C:1]([C:3]1[C:12]2[C:7](=[CH:8][CH:9]=[C:10]([O:13][C:14]3[CH:19]=[CH:18][CH:17]=[CH:16][CH:15]=3)[CH:11]=2)[C:6]([OH:20])=[C:5]([C:21](OC)=[O:22])[N:4]=1)#[N:2].[NH2:25][CH2:26][CH2:27][C@H:28]([OH:32])[C:29]([OH:31])=[O:30].C[O-].[Na+]. (2) Given the product [Cl:1][C:2]1[CH:7]=[CH:6][C:5]([S:8]([C:11]2[CH:16]=[CH:15][C:14]([NH:17][C:18]3[S:19][CH:26]=[N:21][N:20]=3)=[CH:13][CH:12]=2)(=[O:10])=[O:9])=[CH:4][C:3]=1[C:22]([F:24])([F:25])[F:23], predict the reactants needed to synthesize it. The reactants are: [Cl:1][C:2]1[CH:7]=[CH:6][C:5]([S:8]([C:11]2[CH:16]=[CH:15][C:14]([NH:17][C:18]([NH:20][NH2:21])=[S:19])=[CH:13][CH:12]=2)(=[O:10])=[O:9])=[CH:4][C:3]=1[C:22]([F:25])([F:24])[F:23].[CH2:26](OC(OCC)OCC)C. (3) Given the product [CH3:1][C@H:2]1[CH2:7][C:8]([CH3:13])([CH3:9])[NH:10][C:3]1=[O:4], predict the reactants needed to synthesize it. The reactants are: [CH3:1][C@@H:2]([CH2:7][C:8]([CH3:13])([N+:10]([O-])=O)[CH3:9])[C:3](OC)=[O:4]. (4) Given the product [CH3:19][N:20]1[CH:21]=[C:16]([O:54][C:47]2[CH:46]=[CH:45][C:44]([N+:49]([O-:51])=[O:50])=[CH:43][C:42]=2[Cl:41])[CH:17]=[N:18]1, predict the reactants needed to synthesize it. The reactants are: [H-].[Na+].C[C@@H](OC1C=CC=[C:21]2[C:16]=1[C:17](NC1C=CC(OC3C=NC(C)=CC=3)=C(C)C=1)=[N:18][CH:19]=[N:20]2)C(N1CCN(C)CC1)=O.[Cl:41][C:42]1[CH:43]=[C:44]([N+:49]([O-:51])=[O:50])[CH:45]=[CH:46][C:47]=1F.CC(N(C)C)=[O:54]. (5) Given the product [OH:1][CH:2]1[CH2:3][CH2:4][N:5]([C:8]([O:10][C:11]([CH3:14])([CH3:13])[CH3:12])=[O:9])[CH2:6][CH2:7]1, predict the reactants needed to synthesize it. The reactants are: [O:1]=[C:2]1[CH2:7][CH2:6][N:5]([C:8]([O:10][C:11]([CH3:14])([CH3:13])[CH3:12])=[O:9])[CH2:4][CH2:3]1.CO. (6) Given the product [S:1]1[CH:2]=[C:3]([CH:10]=[CH:12][C:13]([CH3:15])([S:16]([NH2:18])=[O:17])[CH3:14])[C:4]2[CH:9]=[CH:8][CH:7]=[CH:6][C:5]1=2, predict the reactants needed to synthesize it. The reactants are: [S:1]1[C:5]2[CH:6]=[CH:7][CH:8]=[CH:9][C:4]=2[C:3]([CH:10]=O)=[CH:2]1.[CH3:12][C:13]([S@@:16]([NH2:18])=[O:17])([CH3:15])[CH3:14]. (7) Given the product [CH3:15][C:14]([C@@H:13]1[C@H:5]([CH2:28][C:29]([OH:31])=[O:30])[C@@H:7]([C:8]([OH:9])=[O:71])[NH:10][CH2:11]1)=[CH2:19], predict the reactants needed to synthesize it. The reactants are: CC1(C)S[C@@H:5]2[C@H:7]([NH:10][C:11]([CH2:13][C:14]3[CH:15]=CC=C[CH:19]=3)=O)[C:8](=[O:9])N2[C@H]1C([O-])=O.[K+].C[C@@H]1[O:30][C@@H:29]([O:31][C@H]2[C@H](O)[C@@H](O)[C@H](NC(N)=N)[C@@H](O)[C@@H]2NC(N)=N)[C@H:28](O[C@@H]2O[C@@H](CO)[C@H](O)[C@@H](O)[C@@H]2NC)[C@@]1(O)C=O.N[C@H](C(O)=O)CCC(=[O:71])N.C(=O)=O.